Task: Predict the product of the given reaction.. Dataset: Forward reaction prediction with 1.9M reactions from USPTO patents (1976-2016) (1) Given the reactants [Si]([O:8][C:9]1([CH3:50])[C:13](=[O:14])[N:12]([C:15]2[CH:20]=[C:19]([C:21]#[N:22])[CH:18]=[CH:17][N:16]=2)[C@H:11]([C:23]([N:25]([CH:33]([C:43]2[CH:48]=[CH:47][CH:46]=[CH:45][C:44]=2[Cl:49])[C:34]([NH:36][CH:37]2[CH2:40][C:39]([F:42])([F:41])[CH2:38]2)=[O:35])[C:26]2[CH:31]=[CH:30][CH:29]=[C:28]([F:32])[CH:27]=2)=[O:24])[CH2:10]1)(C(C)(C)C)(C)C.CCCC[N+](CCCC)(CCCC)CCCC.[F-], predict the reaction product. The product is: [Cl:49][C:44]1[CH:45]=[CH:46][CH:47]=[CH:48][C:43]=1[C@@H:33]([N:25]([C:26]1[CH:31]=[CH:30][CH:29]=[C:28]([F:32])[CH:27]=1)[C:23]([C@@H:11]1[CH2:10][C:9]([OH:8])([CH3:50])[C:13](=[O:14])[N:12]1[C:15]1[CH:20]=[C:19]([C:21]#[N:22])[CH:18]=[CH:17][N:16]=1)=[O:24])[C:34]([NH:36][CH:37]1[CH2:40][C:39]([F:41])([F:42])[CH2:38]1)=[O:35]. (2) Given the reactants [O:1]=[C:2]1[C@@H:5]([NH3+:6])[CH2:4][O:3]1.C1(C)C=CC(S([O-])(=O)=O)=CC=1.CCN(CC)CC.[C:25]1([CH2:31][CH2:32][C:33](Cl)=[O:34])[CH:30]=[CH:29][CH:28]=[CH:27][CH:26]=1.CO, predict the reaction product. The product is: [O:1]=[C:2]1[C@@H:5]([NH:6][C:33](=[O:34])[CH2:32][CH2:31][C:25]2[CH:30]=[CH:29][CH:28]=[CH:27][CH:26]=2)[CH2:4][O:3]1.